Dataset: Forward reaction prediction with 1.9M reactions from USPTO patents (1976-2016). Task: Predict the product of the given reaction. Given the reactants Cl.[Cl:2][C:3]1[CH:8]=[CH:7][C:6]([C:9]2([F:15])[CH2:14][CH2:13][NH:12][CH2:11][CH2:10]2)=[CH:5][CH:4]=1.C(=O)(O)[O-].[Na+].[C:21]([O:25][CH3:26])(=[O:24])[CH:22]=[CH2:23], predict the reaction product. The product is: [Cl:2][C:3]1[CH:8]=[CH:7][C:6]([C:9]2([F:15])[CH2:10][CH2:11][N:12]([CH2:23][CH2:22][C:21]([O:25][CH3:26])=[O:24])[CH2:13][CH2:14]2)=[CH:5][CH:4]=1.